Dataset: Reaction yield outcomes from USPTO patents with 853,638 reactions. Task: Predict the reaction yield, written as a fraction of the theoretical maximum amount of product (1.0 means a 100% yield; for example, 0.34 means a 34% yield). (1) The reactants are [CH:1]1[CH:2]=[CH:3][N:4]2[CH2:10][C:9]3[CH:11]=[CH:12][CH:13]=[CH:14][C:8]=3[NH:7][CH2:6][C:5]=12.C(N(CC)C(C)C)(C)C.Cl[C:25]([O:27][CH2:28][CH:29]1[C:41]2[CH:40]=[CH:39][CH:38]=[CH:37][C:36]=2[C:35]2[C:30]1=[CH:31][CH:32]=[CH:33][CH:34]=2)=[O:26]. The catalyst is ClCCl.C(OCC)C. The product is [CH:40]1[C:41]2[CH:29]([CH2:28][O:27][C:25]([N:7]3[C:8]4[CH:14]=[CH:13][CH:12]=[CH:11][C:9]=4[CH2:10][N:4]4[CH:3]=[CH:2][CH:1]=[C:5]4[CH2:6]3)=[O:26])[C:30]3[C:35](=[CH:34][CH:33]=[CH:32][CH:31]=3)[C:36]=2[CH:37]=[CH:38][CH:39]=1. The yield is 0.820. (2) The reactants are Br[C:2]1[CH:3]=[CH:4][C:5]2[N:6]([CH:8]=[C:9]([C:11]3[CH:16]=[CH:15][CH:14]=[CH:13][CH:12]=3)[N:10]=2)[CH:7]=1.[CH:17]1[C:26]2[C:21](=[CH:22][CH:23]=[CH:24][CH:25]=2)[CH:20]=[CH:19][C:18]=1[C:27]1[C:40]2[C:35](=[CH:36][CH:37]=[CH:38][CH:39]=2)[C:34](B(O)O)=[C:33]2[C:28]=1[CH:29]=[CH:30][CH:31]=[CH:32]2.C(=O)([O-])[O-].[Na+].[Na+]. The catalyst is [Pd].C1(P(C2C=CC=CC=2)C2C=CC=CC=2)C=CC=CC=1.C1(P(C2C=CC=CC=2)C2C=CC=CC=2)C=CC=CC=1.C1(P(C2C=CC=CC=2)C2C=CC=CC=2)C=CC=CC=1.C1(P(C2C=CC=CC=2)C2C=CC=CC=2)C=CC=CC=1.COCCOC. The product is [CH:17]1[C:26]2[C:21](=[CH:22][CH:23]=[CH:24][CH:25]=2)[CH:20]=[CH:19][C:18]=1[C:27]1[C:28]2[C:33](=[CH:32][CH:31]=[CH:30][CH:29]=2)[C:34]([C:2]2[CH:3]=[CH:4][C:5]3[N:6]([CH:8]=[C:9]([C:11]4[CH:16]=[CH:15][CH:14]=[CH:13][CH:12]=4)[N:10]=3)[CH:7]=2)=[C:35]2[C:40]=1[CH:39]=[CH:38][CH:37]=[CH:36]2. The yield is 0.750.